This data is from Reaction yield outcomes from USPTO patents with 853,638 reactions. The task is: Predict the reaction yield, written as a fraction of the theoretical maximum amount of product (1.0 means a 100% yield; for example, 0.34 means a 34% yield). The reactants are [CH3:13][C:12]([O:11][C:9](O[C:9]([O:11][C:12]([CH3:15])([CH3:14])[CH3:13])=[O:10])=[O:10])([CH3:15])[CH3:14].[F:16][C:17]1[CH:18]=[CH:19][C:20]([CH2:23][NH2:24])=[N:21][CH:22]=1. The catalyst is C(Cl)Cl. The product is [F:16][C:17]1[CH:18]=[CH:19][C:20]([CH2:23][NH:24][C:9](=[O:10])[O:11][C:12]([CH3:13])([CH3:14])[CH3:15])=[N:21][CH:22]=1. The yield is 0.830.